Dataset: Reaction yield outcomes from USPTO patents with 853,638 reactions. Task: Predict the reaction yield, written as a fraction of the theoretical maximum amount of product (1.0 means a 100% yield; for example, 0.34 means a 34% yield). (1) The reactants are [CH:1]([C:4]1[N:5]=[C:6]([C:32]2[CH:37]=[CH:36][C:35]([C:38]([F:41])([F:40])[F:39])=[CH:34][CH:33]=2)[S:7][C:8]=1[CH2:9][CH2:10][C:11]([C:13]1[CH:18]=[CH:17][C:16]([NH:19][S:20]([C:23]2[CH:28]=[CH:27][CH:26]=[CH:25][C:24]=2[N+:29]([O-:31])=[O:30])(=[O:22])=[O:21])=[CH:15][CH:14]=1)=[O:12])([CH3:3])[CH3:2].IC.[C:44](=O)([O-])[O-].[K+].[K+].Cl. The catalyst is CN(C)C=O. The product is [CH:1]([C:4]1[N:5]=[C:6]([C:32]2[CH:33]=[CH:34][C:35]([C:38]([F:41])([F:39])[F:40])=[CH:36][CH:37]=2)[S:7][C:8]=1[CH2:9][CH2:10][C:11]([C:13]1[CH:18]=[CH:17][C:16]([N:19]([CH3:44])[S:20]([C:23]2[CH:28]=[CH:27][CH:26]=[CH:25][C:24]=2[N+:29]([O-:31])=[O:30])(=[O:21])=[O:22])=[CH:15][CH:14]=1)=[O:12])([CH3:3])[CH3:2]. The yield is 0.850. (2) The product is [CH2:7]([OH:25])[CH2:8][CH2:9][CH2:10][CH2:11][CH2:12][CH2:13][CH2:14]/[CH:15]=[CH:16]\[CH:17]=[CH:18]\[CH2:19][CH2:20][CH2:21][CH2:22][CH2:23][CH3:24]. The reactants are [H-].[Al+3].[Li+].[H-].[H-].[H-].[C:7](OC)(=[O:25])[CH2:8][CH2:9][CH2:10][CH2:11][CH2:12][CH2:13][CH2:14]/[CH:15]=[CH:16]\[CH:17]=[CH:18]\[CH2:19][CH2:20][CH2:21][CH2:22][CH2:23][CH3:24]. The catalyst is CCOCC. The yield is 0.920. (3) The reactants are [F:1][C:2]1[CH:3]=[C:4]([B:8]([OH:10])[OH:9])[CH:5]=[CH:6][CH:7]=1.[NH:11]([CH2:15][CH2:16]O)[CH2:12][CH2:13]O. No catalyst specified. The product is [F:1][C:2]1[CH:3]=[C:4]([B:8]2[O:10][CH2:16][CH2:15][NH:11][CH2:12][CH2:13][O:9]2)[CH:5]=[CH:6][CH:7]=1. The yield is 0.790. (4) The catalyst is C1C=CC([P]([Pd]([P](C2C=CC=CC=2)(C2C=CC=CC=2)C2C=CC=CC=2)([P](C2C=CC=CC=2)(C2C=CC=CC=2)C2C=CC=CC=2)[P](C2C=CC=CC=2)(C2C=CC=CC=2)C2C=CC=CC=2)(C2C=CC=CC=2)C2C=CC=CC=2)=CC=1. The yield is 0.760. The product is [C:20]1([C:3]2[C:4]([C:16]([O:18][CH3:19])=[O:17])=[CH:5][NH:6][C:2]=2[C:26]2[CH:31]=[CH:30][CH:29]=[CH:28][CH:27]=2)[CH:21]=[CH:22][CH:23]=[CH:24][CH:25]=1. The reactants are Br[C:2]1[N:6](S(C2C=CC=CC=2)(=O)=O)[CH:5]=[C:4]([C:16]([O:18][CH3:19])=[O:17])[C:3]=1[C:20]1[CH:25]=[CH:24][CH:23]=[CH:22][CH:21]=1.[C:26]1(B(O)O)[CH:31]=[CH:30][CH:29]=[CH:28][CH:27]=1.C(=O)([O-])[O-].[Na+].[Na+]. (5) The reactants are C(OC([N:11]1[CH2:15][CH2:14][CH2:13][C@H:12]1[CH2:16][S:17]([CH3:20])(=[O:19])=[O:18])=O)C1C=CC=CC=1. The catalyst is C(O)C. The product is [CH3:20][S:17]([CH2:16][C@@H:12]1[CH2:13][CH2:14][CH2:15][NH:11]1)(=[O:19])=[O:18]. The yield is 0.930. (6) The reactants are [Br:1][C:2]1[CH:3]=[CH:4][C:5]([O:26][CH2:27][CH:28]([CH3:30])[CH3:29])=[C:6]([CH2:8][N:9]2[C:13]([CH3:14])=[CH:12][C:11]([NH:15][C:16](=[O:25])[C:17]3[CH:22]=[CH:21][C:20]([CH:23]=O)=[CH:19][CH:18]=3)=[N:10]2)[CH:7]=1.[NH:31]1[CH2:36][CH2:35][CH2:34][CH2:33][CH2:32]1.C(O[BH-](OC(=O)C)OC(=O)C)(=O)C.[Na+].C(O)(=O)C. The catalyst is C(Cl)Cl. The product is [Br:1][C:2]1[CH:3]=[CH:4][C:5]([O:26][CH2:27][CH:28]([CH3:29])[CH3:30])=[C:6]([CH2:8][N:9]2[C:13]([CH3:14])=[CH:12][C:11]([NH:15][C:16](=[O:25])[C:17]3[CH:22]=[CH:21][C:20]([CH2:23][N:31]4[CH2:36][CH2:35][CH2:34][CH2:33][CH2:32]4)=[CH:19][CH:18]=3)=[N:10]2)[CH:7]=1. The yield is 0.390. (7) The reactants are [Cl:1][C:2]1[CH:10]=[C:6]([C:7]([OH:9])=O)[C:5]([OH:11])=[CH:4][CH:3]=1.[NH2:12][C:13]1[S:14][CH:15]=[C:16]([C:18]2[CH:23]=[C:22]([F:24])[CH:21]=[CH:20][C:19]=2[F:25])[N:17]=1. No catalyst specified. The product is [Cl:1][C:2]1[CH:3]=[CH:4][C:5]([OH:11])=[C:6]([CH:10]=1)[C:7]([NH:12][C:13]1[S:14][CH:15]=[C:16]([C:18]2[CH:23]=[C:22]([F:24])[CH:21]=[CH:20][C:19]=2[F:25])[N:17]=1)=[O:9]. The yield is 0.365. (8) The reactants are O.[NH2:2]N.[N:4]1([C:9]([N:11]2[CH2:16][CH2:15][N:14]([CH3:17])[CH2:13][CH2:12]2)=[S:10])C=CN=C1. The catalyst is C(O)C. The product is [CH3:17][N:14]1[CH2:15][CH2:16][N:11]([C:9](=[S:10])[NH:4][NH2:2])[CH2:12][CH2:13]1. The yield is 0.610.